Dataset: Full USPTO retrosynthesis dataset with 1.9M reactions from patents (1976-2016). Task: Predict the reactants needed to synthesize the given product. (1) Given the product [C:1]([O:5][C@@H:6]([C:11]1[C:40]([CH3:41])=[C:39]([C:42]2[CH:43]=[CH:44][N:45]=[CH:46][CH:47]=2)[C:38]2=[N:48][C:35]3=[CH:36][N:37]2[C:12]=1[N:13]1[CH2:14][CH2:15][C:16]([CH3:54])([O:17][CH2:18][CH2:19][CH2:20][CH2:21][C@H:22]([CH3:51])[O:23][C:24]2[CH:25]=[CH:26][C:27]([F:50])=[CH:28][C:29]=2[C:30]2[CH:49]=[C:34]3[CH:33]=[CH:32][CH:31]=2)[CH2:52][CH2:53]1)[C:7]([OH:9])=[O:8])([CH3:4])([CH3:2])[CH3:3], predict the reactants needed to synthesize it. The reactants are: [C:1]([O:5][C@@H:6]([C:11]1[C:40]([CH3:41])=[C:39]([C:42]2[CH:47]=[CH:46][N:45]=[CH:44][CH:43]=2)[C:38]2=[N:48][C:35]3=[CH:36][N:37]2[C:12]=1[N:13]1[CH2:53][CH2:52][C:16]([CH3:54])([O:17][CH2:18][CH2:19][CH2:20][CH2:21][C@H:22]([CH3:51])[O:23][C:24]2[CH:25]=[CH:26][C:27]([F:50])=[CH:28][C:29]=2[C:30]2[CH:49]=[C:34]3[CH:33]=[CH:32][CH:31]=2)[CH2:15][CH2:14]1)[C:7]([O:9]C)=[O:8])([CH3:4])([CH3:3])[CH3:2].C(O[C@@H](C1C(C)=CC2=NC3=C(Cl)N2C=1N1CCC(C)(OCCCC[C@H](C)OC2C=CC(C)=CC=2C2C=C3C=CC=2)CC1)C(O)=O)(C)(C)C. (2) The reactants are: [Br:1][C:2]1[CH:3]=[CH:4][C:5]2[N:6]([C:8](I)=[CH:9][N:10]=2)[CH:7]=1.[Cl:12][C:13]1[CH:18]=[CH:17][C:16](B(O)O)=[CH:15][CH:14]=1. Given the product [Br:1][C:2]1[CH:3]=[CH:4][C:5]2[N:6]([C:8]([C:16]3[CH:17]=[CH:18][C:13]([Cl:12])=[CH:14][CH:15]=3)=[CH:9][N:10]=2)[CH:7]=1, predict the reactants needed to synthesize it.